Predict the product of the given reaction. From a dataset of Forward reaction prediction with 1.9M reactions from USPTO patents (1976-2016). (1) Given the reactants [Br:1]N1C(=O)CCC1=O.OC(C(F)(F)F)=O.[F:16][C:17]1[CH:22]=[CH:21][N:20]=[C:19]([NH2:23])[CH:18]=1, predict the reaction product. The product is: [Br:1][C:22]1[C:17]([F:16])=[CH:18][C:19]([NH2:23])=[N:20][CH:21]=1. (2) Given the reactants C(OC(=O)[NH:7][CH2:8][C:9]1[CH:14]=[CH:13][CH:12]=[C:11]([C:15](=[O:32])[NH:16][C:17]2[S:18][C:19]3[CH2:25][C@@H:24]([N:26]4[CH2:31][CH2:30][O:29][CH2:28][CH2:27]4)[CH2:23][CH2:22][C:20]=3[N:21]=2)[CH:10]=1)(C)(C)C.FC(F)(F)C(O)=O, predict the reaction product. The product is: [NH2:7][CH2:8][C:9]1[CH:10]=[C:11]([CH:12]=[CH:13][CH:14]=1)[C:15]([NH:16][C:17]1[S:18][C:19]2[CH2:25][C@@H:24]([N:26]3[CH2:31][CH2:30][O:29][CH2:28][CH2:27]3)[CH2:23][CH2:22][C:20]=2[N:21]=1)=[O:32]. (3) Given the reactants [C:1]([O:10][CH3:11])(=[O:9])[C:2]1[CH:7]=[CH:6][N+:5]([O-])=[CH:4][CH:3]=1, predict the reaction product. The product is: [C:1]([O:10][C:6]1[CH:7]=[C:2]([C:1]([O:10][CH3:11])=[O:9])[CH:3]=[CH:4][N:5]=1)(=[O:9])[CH3:2]. (4) Given the reactants [CH3:1][O:2][P:3]([CH2:7][C:8](=[O:10])[CH3:9])(=[O:6])[O:4][CH3:5].C(=O)([O-])[O-].[K+].[K+].C(C1C=CC(S([N:38]=[N+:39]=[N-])(=O)=O)=CC=1)CCCCCCCCCCC.[NH4+].[Cl-], predict the reaction product. The product is: [CH3:1][O:2][P:3]([C:7](=[N+:38]=[N-:39])[C:8](=[O:10])[CH3:9])(=[O:6])[O:4][CH3:5]. (5) The product is: [F:18][C:19]1[C:20]([CH2:31][N:32]([CH3:40])[C:33](=[O:39])[O:34][C:35]([CH3:36])([CH3:37])[CH3:38])=[CH:21][N:22]([S:49]([C:46]2[CH:47]=[N:48][C:43]([O:42][CH3:41])=[CH:44][CH:45]=2)(=[O:50])=[O:51])[C:23]=1[C:24]1[C:25]([F:30])=[N:26][CH:27]=[CH:28][CH:29]=1. Given the reactants [H-].[Na+].C1OCCOCCOCCOCCOC1.[F:18][C:19]1[C:20]([CH2:31][N:32]([CH3:40])[C:33](=[O:39])[O:34][C:35]([CH3:38])([CH3:37])[CH3:36])=[CH:21][NH:22][C:23]=1[C:24]1[C:25]([F:30])=[N:26][CH:27]=[CH:28][CH:29]=1.[CH3:41][O:42][C:43]1[N:48]=[CH:47][C:46]([S:49](Cl)(=[O:51])=[O:50])=[CH:45][CH:44]=1, predict the reaction product. (6) Given the reactants Br[C:2]1[CH:7]=[CH:6][N:5]=[C:4]([C:8]([N:10]2[CH2:29][CH2:28][C:13]3[N:14]=[C:15]([NH:18][CH:19]4[CH2:27][C:26]5[C:21](=[CH:22][CH:23]=[CH:24][CH:25]=5)[CH2:20]4)[N:16]=[CH:17][C:12]=3[CH2:11]2)=[O:9])[CH:3]=1.[CH3:30][Si:31]([C:34]#[CH:35])([CH3:33])[CH3:32].C(N(CC)CC)C, predict the reaction product. The product is: [CH2:20]1[C:21]2[C:26](=[CH:25][CH:24]=[CH:23][CH:22]=2)[CH2:27][CH:19]1[NH:18][C:15]1[N:16]=[CH:17][C:12]2[CH2:11][N:10]([C:8]([C:4]3[CH:3]=[C:2]([C:35]#[C:34][Si:31]([CH3:33])([CH3:32])[CH3:30])[CH:7]=[CH:6][N:5]=3)=[O:9])[CH2:29][CH2:28][C:13]=2[N:14]=1.